This data is from Acute oral toxicity (LD50) regression data from Zhu et al.. The task is: Regression/Classification. Given a drug SMILES string, predict its toxicity properties. Task type varies by dataset: regression for continuous values (e.g., LD50, hERG inhibition percentage) or binary classification for toxic/non-toxic outcomes (e.g., AMES mutagenicity, cardiotoxicity, hepatotoxicity). Dataset: ld50_zhu. (1) The compound is CCOC(=O)C(NCCNC(C(=O)OCC)c1ccccc1O)c1ccccc1O. The rat oral LD50 is 2.72, given as -log10 of the dose in mol/kg body weight (higher means more acutely toxic). (2) The compound is Cc1cccc(C)c1N. The rat oral LD50 is 2.16, given as -log10 of the dose in mol/kg body weight (higher means more acutely toxic). (3) The compound is O=C(Cl)C(Cl)Cl. The rat oral LD50 is 1.78, given as -log10 of the dose in mol/kg body weight (higher means more acutely toxic).